This data is from Full USPTO retrosynthesis dataset with 1.9M reactions from patents (1976-2016). The task is: Predict the reactants needed to synthesize the given product. (1) Given the product [Cl:20][C:14]1[CH:15]=[C:16]([Cl:19])[CH:17]=[CH:18][C:13]=1[CH2:12][CH2:11][NH:10][C:4]1[N:5]=[C:6]([CH3:30])[N:7]=[C:2]([N:22]2[CH2:26][CH2:25][CH:24]([C:27]([OH:29])=[O:28])[CH2:23]2)[CH:3]=1, predict the reactants needed to synthesize it. The reactants are: Cl[C:2]1[N:7]=[C:6](OC)[N:5]=[C:4]([NH:10][CH2:11][CH2:12][C:13]2[CH:18]=[CH:17][C:16]([Cl:19])=[CH:15][C:14]=2[Cl:20])[CH:3]=1.Cl.[NH:22]1[CH2:26][CH2:25][CH:24]([C:27]([OH:29])=[O:28])[CH2:23]1.[C:30]([O-])([O-])=O.[K+].[K+].Cl. (2) Given the product [CH:1]1([CH2:4][N:5]2[C:9]3[CH:10]=[CH:11][C:12]([S:14]([CH:17]4[CH2:22][CH2:21][NH:20][CH2:19][CH2:18]4)(=[O:15])=[O:16])=[CH:13][C:8]=3[N:7]=[C:6]2[CH2:30][C:31]([CH3:34])([CH3:33])[CH3:32])[CH2:2][CH2:3]1, predict the reactants needed to synthesize it. The reactants are: [CH:1]1([CH2:4][N:5]2[C:9]3[CH:10]=[CH:11][C:12]([S:14]([CH:17]4[CH2:22][CH2:21][N:20](C(OC(C)(C)C)=O)[CH2:19][CH2:18]4)(=[O:16])=[O:15])=[CH:13][C:8]=3[N:7]=[C:6]2[CH2:30][C:31]([CH3:34])([CH3:33])[CH3:32])[CH2:3][CH2:2]1.C1(CN2C3C=CC(S(CC4CCN(C(OC(C)(C)C)=O)CC4)(=O)=O)=CC=3N=C2CC(C)(C)C)CC1. (3) Given the product [CH2:11]([O:10][C:8](=[O:9])[C:7]([NH:6][C:3](=[O:5])[CH3:4])([CH:19]1[CH2:27][C:26]2[C:21](=[CH:22][CH:23]=[C:24]([CH2:28][CH2:29][CH2:30][CH2:31][CH2:32][CH2:33][CH2:34][CH3:35])[CH:25]=2)[C:20]1=[O:36])[C:13]([O:15][CH2:16][CH3:17])=[O:14])[CH3:12], predict the reactants needed to synthesize it. The reactants are: [H-].[Na+].[C:3]([NH:6][CH:7]([C:13]([O:15][CH2:16][CH3:17])=[O:14])[C:8]([O:10][CH2:11][CH3:12])=[O:9])(=[O:5])[CH3:4].Br[CH:19]1[CH2:27][C:26]2[C:21](=[CH:22][CH:23]=[C:24]([CH2:28][CH2:29][CH2:30][CH2:31][CH2:32][CH2:33][CH2:34][CH3:35])[CH:25]=2)[C:20]1=[O:36]. (4) The reactants are: [CH2:1]([O:8][C:9]1[CH:17]=[C:16]2[C:12]([C:13]3([CH2:29][NH:28][CH2:27]3)[CH2:14][N:15]2[CH2:18][C:19]2[CH:24]=[CH:23][C:22]([O:25][CH3:26])=[CH:21][CH:20]=2)=[CH:11][CH:10]=1)[C:2]1[CH:7]=[CH:6][CH:5]=[CH:4][CH:3]=1.[CH3:30][S:31]([CH:34]=[CH2:35])(=[O:33])=[O:32].CO. Given the product [CH2:1]([O:8][C:9]1[CH:17]=[C:16]2[C:12]([C:13]3([CH2:29][N:28]([CH2:35][CH2:34][S:31]([CH3:30])(=[O:33])=[O:32])[CH2:27]3)[CH2:14][N:15]2[CH2:18][C:19]2[CH:20]=[CH:21][C:22]([O:25][CH3:26])=[CH:23][CH:24]=2)=[CH:11][CH:10]=1)[C:2]1[CH:3]=[CH:4][CH:5]=[CH:6][CH:7]=1, predict the reactants needed to synthesize it. (5) Given the product [CH2:13]=[CH:14][C:15]1[CH:20]=[CH:19][CH:18]=[CH:17][CH:16]=1.[C:21]([NH2:25])(=[O:24])[CH:22]=[CH2:23], predict the reactants needed to synthesize it. The reactants are: [Cl-].C[N+](C)(C)CCOC(=O)C=C.[CH2:13]=[CH:14][C:15]1[CH:20]=[CH:19][CH:18]=[CH:17][CH:16]=1.[C:21]([NH2:25])(=[O:24])[CH:22]=[CH2:23]. (6) Given the product [CH3:1][O:3][C:4](=[O:33])[CH:5]([O:30][CH2:31][CH3:32])[CH2:6][C:7]1[C:12]([CH3:13])=[CH:11][C:10]([O:14][CH2:15][CH2:16][C:17]2[N:18]=[C:19]([C:23]3[CH:24]=[CH:25][CH:26]=[CH:27][CH:28]=3)[O:20][C:21]=2[CH3:22])=[CH:9][C:8]=1[CH3:29], predict the reactants needed to synthesize it. The reactants are: [CH2:1]([O:3][C:4](=[O:33])/[C:5](/[O:30][CH2:31][CH3:32])=[CH:6]/[C:7]1[C:12]([CH3:13])=[CH:11][C:10]([O:14][CH2:15][CH2:16][C:17]2[N:18]=[C:19]([C:23]3[CH:28]=[CH:27][CH:26]=[CH:25][CH:24]=3)[O:20][C:21]=2[CH3:22])=[CH:9][C:8]=1[CH3:29])C.II.[Mg]. (7) Given the product [NH2:14][C:15]1[CH:20]=[CH:19][CH:18]=[CH:17][C:16]=1[N:21]1[C:25](=[O:26])[NH:24][C:23]([CH:27]([NH:28][C:29]2[CH:30]=[CH:31][C:32]([C:35]3[N:39]=[C:38]([CH3:40])[O:37][N:36]=3)=[CH:33][CH:34]=2)[C:41]2[C:42]([F:56])=[C:43]([CH:44]=[C:45]([CH2:47][CH3:48])[CH:46]=2)[O:49][CH2:50][C:51]([N:52]([CH3:54])[CH3:53])=[O:55])=[N:22]1, predict the reactants needed to synthesize it. The reactants are: FC(F)(F)C(O)=O.C(OC(=O)[NH:14][C:15]1[CH:20]=[CH:19][CH:18]=[CH:17][C:16]=1[N:21]1[C:25](=[O:26])[NH:24][C:23]([CH:27]([C:41]2[CH:46]=[C:45]([CH2:47][CH3:48])[CH:44]=[C:43]([O:49][CH2:50][C:51](=[O:55])[N:52]([CH3:54])[CH3:53])[C:42]=2[F:56])[NH:28][C:29]2[CH:34]=[CH:33][C:32]([C:35]3[N:39]=[C:38]([CH3:40])[O:37][N:36]=3)=[CH:31][CH:30]=2)=[N:22]1)(C)(C)C.